Dataset: Reaction yield outcomes from USPTO patents with 853,638 reactions. Task: Predict the reaction yield, written as a fraction of the theoretical maximum amount of product (1.0 means a 100% yield; for example, 0.34 means a 34% yield). (1) The reactants are C(=O)=O.[F:4][C:5]1[C:6]([O:14][CH3:15])=[N:7][CH:8]=[C:9]([CH:13]=1)[C:10]([OH:12])=[O:11].CCN(CC)CC.Cl[C:24]([O:26][CH2:27][CH:28]([CH3:30])[CH3:29])=[O:25]. The catalyst is C1COCC1. The product is [C:24](=[O:25])([O:26][CH2:27][CH:28]([CH3:30])[CH3:29])[O:11][C:10]([C:9]1[CH:8]=[N:7][C:6]([O:14][CH3:15])=[C:5]([F:4])[CH:13]=1)=[O:12]. The yield is 0.980. (2) The reactants are C1(C(=[N:14][CH:15]([C@H:21]([CH2:29][CH3:30])[CH2:22][CH:23]([CH3:28])[CH2:24][CH2:25][CH:26]=[CH2:27])[C:16]([O:18][CH2:19][CH3:20])=[O:17])C2C=CC=CC=2)C=CC=CC=1.[ClH:31]. The catalyst is C(OCC)C. The product is [ClH:31].[NH2:14][CH:15]([C@H:21]([CH2:29][CH3:30])[CH2:22][CH:23]([CH3:28])[CH2:24][CH2:25][CH:26]=[CH2:27])[C:16]([O:18][CH2:19][CH3:20])=[O:17]. The yield is 0.624. (3) The reactants are C(O[BH-](OC(=O)C)OC(=O)C)(=O)C.[Na+].[CH3:15][N:16]([CH2:27][CH:28]=O)[C:17](=[O:26])[O:18][CH2:19][C:20]1[CH:25]=[CH:24][CH:23]=[CH:22][CH:21]=1.[N:30]([CH2:33][CH2:34][O:35][CH2:36][CH2:37][O:38][CH2:39][CH2:40][O:41][CH2:42][CH2:43][NH:44][CH3:45])=[N+:31]=[N-:32].C(O)(=O)C. The catalyst is C1COCC1.C(OCC)(=O)C. The product is [N:30]([CH2:33][CH2:34][O:35][CH2:36][CH2:37][O:38][CH2:39][CH2:40][O:41][CH2:42][CH2:43][N:44]([CH3:45])[CH2:28][CH2:27][N:16]([CH3:15])[C:17](=[O:26])[O:18][CH2:19][C:20]1[CH:21]=[CH:22][CH:23]=[CH:24][CH:25]=1)=[N+:31]=[N-:32]. The yield is 0.580. (4) The reactants are [F:1][C:2]([F:13])([F:12])[C:3]1[NH:7][C:6]2[CH:8]=[CH:9][CH:10]=[CH:11][C:5]=2[N:4]=1.Br[CH2:15][C:16]1[CH:35]=[CH:34][C:19]2/[C:20](=[C:30](/[CH3:33])\[C:31]#[N:32])/[C:21]3[CH:28]=[CH:27][C:26]([F:29])=[CH:25][C:22]=3[O:23][CH2:24][C:18]=2[CH:17]=1. No catalyst specified. The product is [F:29][C:26]1[CH:27]=[CH:28][C:21]2=[C:22]([CH:25]=1)[O:23][CH2:24][C:18]1[CH:17]=[C:16]([CH2:15][N:7]3[C:6]4[CH:8]=[CH:9][CH:10]=[CH:11][C:5]=4[N:4]=[C:3]3[C:2]([F:1])([F:12])[F:13])[CH:35]=[CH:34][C:19]=1/[C:20]/2=[C:30](/[CH3:33])\[C:31]#[N:32]. The yield is 0.880. (5) The reactants are [NH2:1][C@H:2]([C:41]1[CH:46]=[CH:45][CH:44]=[CH:43][CH:42]=1)[CH2:3][N:4]1[C:9](=[O:10])[C:8]([N:11]2[CH2:16][CH2:15][N:14]([CH2:17][C:18]3[CH:23]=[CH:22][CH:21]=[C:20]([N+:24]([O-:26])=[O:25])[CH:19]=3)[CH2:13][CH2:12]2)=[C:7]([CH3:27])[N:6]([CH2:28][C:29]2[C:34]([C:35]([F:38])([F:37])[F:36])=[CH:33][CH:32]=[CH:31][C:30]=2[F:39])[C:5]1=[O:40].C(N(CC)C(C)C)(C)C.[CH2:56]([O:58][C:59](=[O:64])[CH2:60][CH2:61][CH2:62]Br)[CH3:57]. The catalyst is C(#N)C.ClCCl. The product is [CH2:56]([O:58][C:59](=[O:64])[CH2:60][CH2:61][CH2:62][NH:1][C@H:2]([C:41]1[CH:42]=[CH:43][CH:44]=[CH:45][CH:46]=1)[CH2:3][N:4]1[C:9](=[O:10])[C:8]([N:11]2[CH2:12][CH2:13][N:14]([CH2:17][C:18]3[CH:23]=[CH:22][CH:21]=[C:20]([N+:24]([O-:26])=[O:25])[CH:19]=3)[CH2:15][CH2:16]2)=[C:7]([CH3:27])[N:6]([CH2:28][C:29]2[C:34]([C:35]([F:38])([F:36])[F:37])=[CH:33][CH:32]=[CH:31][C:30]=2[F:39])[C:5]1=[O:40])[CH3:57]. The yield is 0.330. (6) The catalyst is CC(N=NC(C#N)(C)C)(C#N)C.C(Cl)(Cl)(Cl)Cl. The reactants are [CH3:1][O:2][C:3](=[O:12])[C:4]1[CH:9]=[CH:8][C:7]([CH3:10])=[C:6]([Br:11])[CH:5]=1.[Br:13]N1C(=O)CCC1=O. The product is [CH3:1][O:2][C:3](=[O:12])[C:4]1[CH:9]=[CH:8][C:7]([CH2:10][Br:13])=[C:6]([Br:11])[CH:5]=1. The yield is 0.500.